This data is from Reaction yield outcomes from USPTO patents with 853,638 reactions. The task is: Predict the reaction yield, written as a fraction of the theoretical maximum amount of product (1.0 means a 100% yield; for example, 0.34 means a 34% yield). (1) The reactants are Br[C:2]1[C:3](=[O:32])[N:4]([CH2:24][CH2:25][C:26]2[CH:31]=[CH:30][CH:29]=[CH:28][CH:27]=2)[C:5]([C:9]2[CH:14]=[CH:13][CH:12]=[C:11](F)[C:10]=2[O:16]CC2C=CC=CC=2)=[N:6][C:7]=1[CH3:8].[F-].[Cs+].[CH3:35][C:36]1[N:37]=[C:38]([Sn](CCCC)(CCCC)CCCC)[S:39][C:40]=1[CH3:41].O1CCOC[CH2:56]1. No catalyst specified. The product is [CH2:56]1[C:27]2[C:26](=[CH:31][CH:30]=[CH:29][CH:28]=2)[CH2:25][CH:24]1[N:4]1[C:3](=[O:32])[C:2]([C:38]2[S:39][C:40]([CH3:41])=[C:36]([CH3:35])[N:37]=2)=[C:7]([CH3:8])[N:6]=[C:5]1[C:9]1[CH:14]=[CH:13][CH:12]=[CH:11][C:10]=1[OH:16]. The yield is 0.710. (2) The reactants are [CH2:1]([NH2:8])[C:2]1[CH:7]=[CH:6][CH:5]=[CH:4][CH:3]=1.C(=O)([O-])[O-].[K+].[K+].Cl[CH2:16][C:17]#[N:18]. The catalyst is C(#N)C. The product is [CH2:1]([NH:8][CH2:16][C:17]#[N:18])[C:2]1[CH:7]=[CH:6][CH:5]=[CH:4][CH:3]=1. The yield is 0.900.